This data is from Full USPTO retrosynthesis dataset with 1.9M reactions from patents (1976-2016). The task is: Predict the reactants needed to synthesize the given product. (1) Given the product [Br:1][C:2]1[CH:10]=[C:9]([Cl:11])[CH:8]=[CH:7][C:3]=1[CH2:4][CH2:5][NH:6][CH2:18][C:19]([C:21]1[CH:26]=[CH:25][CH:24]=[CH:23][C:22]=1[NH:27][C:28](=[O:30])[CH3:29])=[O:20], predict the reactants needed to synthesize it. The reactants are: [Br:1][C:2]1[CH:10]=[C:9]([Cl:11])[CH:8]=[CH:7][C:3]=1[CH2:4][CH2:5][NH2:6].C(=O)([O-])O.[Na+].Br[CH2:18][C:19]([C:21]1[CH:26]=[CH:25][CH:24]=[CH:23][C:22]=1[NH:27][C:28](=[O:30])[CH3:29])=[O:20]. (2) Given the product [CH:1]1([N:4]([CH2:18][C:19]2[O:20][CH:21]=[C:22]([C:24]([N:66]([CH2:65][C:62]3[CH:61]=[CH:60][C:59]([CH2:58][N:54]4[CH2:55][CH2:56][CH2:57][CH:52]([O:51][CH3:50])[CH2:53]4)=[CH:64][CH:63]=3)[CH3:67])=[O:25])[N:23]=2)[S:5]([C:8]2[C:9]([CH3:17])=[CH:10][C:11]([O:15][CH3:16])=[CH:12][C:13]=2[CH3:14])(=[O:6])=[O:7])[CH2:3][CH2:2]1, predict the reactants needed to synthesize it. The reactants are: [CH:1]1([N:4]([CH2:18][C:19]2[O:20][CH:21]=[C:22]([C:24](O)=[O:25])[N:23]=2)[S:5]([C:8]2[C:13]([CH3:14])=[CH:12][C:11]([O:15][CH3:16])=[CH:10][C:9]=2[CH3:17])(=[O:7])=[O:6])[CH2:3][CH2:2]1.CCN=C=NCCCN(C)C.C1C=CC2N(O)N=NC=2C=1.Cl.Cl.[CH3:50][O:51][CH:52]1[CH2:57][CH2:56][CH2:55][N:54]([CH2:58][C:59]2[CH:64]=[CH:63][C:62]([CH2:65][NH:66][CH3:67])=[CH:61][CH:60]=2)[CH2:53]1. (3) Given the product [C:22]([NH:32][CH2:33][C:34](=[O:40])[CH2:35][CH2:36][C:37]([O:39][CH2:2][CH2:3][CH2:4][CH2:5][CH2:6][CH2:7][CH2:8][CH2:9][CH2:10][CH2:11][C:12]([O:14][CH2:15][C:16]1[CH:21]=[CH:20][CH:19]=[CH:18][CH:17]=1)=[O:13])=[O:38])([O:24][CH2:25][C:26]1[CH:31]=[CH:30][CH:29]=[CH:28][CH:27]=1)=[O:23], predict the reactants needed to synthesize it. The reactants are: Br[CH2:2][CH2:3][CH2:4][CH2:5][CH2:6][CH2:7][CH2:8][CH2:9][CH2:10][CH2:11][C:12]([O:14][CH2:15][C:16]1[CH:21]=[CH:20][CH:19]=[CH:18][CH:17]=1)=[O:13].[C:22]([NH:32][CH2:33][C:34](=[O:40])[CH2:35][CH2:36][C:37]([O-:39])=[O:38])([O:24][CH2:25][C:26]1[CH:31]=[CH:30][CH:29]=[CH:28][CH:27]=1)=[O:23].[Cs+].